Dataset: Full USPTO retrosynthesis dataset with 1.9M reactions from patents (1976-2016). Task: Predict the reactants needed to synthesize the given product. (1) Given the product [Cl:44][C:39]1[CH:38]=[C:37]([S:34]([NH:33][C:30]2[C:29]([O:45][CH3:47])=[N:28][C:27]([S:10][CH3:9])=[CH:32][N:31]=2)(=[O:36])=[O:35])[CH:42]=[C:41]([Cl:43])[CH:40]=1, predict the reactants needed to synthesize it. The reactants are: ClC1C=C([CH2:9][S:10](NC2N=NC(SCCC)=CC=2OC)(=O)=O)C=C(Cl)C=1.Br[C:27]1[N:28]=[C:29]([OH:45])[C:30]([NH:33][S:34]([C:37]2[CH:42]=[C:41]([Cl:43])[CH:40]=[C:39]([Cl:44])[CH:38]=2)(=[O:36])=[O:35])=[N:31][CH:32]=1.Cl[C:47]1N=NC(NS(CC2C=C(Cl)C=C(Cl)C=2)(=O)=O)=C(OC)C=1.C[S-].[Na+].C(S)CC. (2) The reactants are: [N:1]1[CH:6]=[CH:5][CH:4]=[CH:3][C:2]=1[C:7]1[CH:15]=[CH:14][C:10]([C:11]([OH:13])=O)=[CH:9][CH:8]=1.C(N=C=NC1CCCCC1)C1C=CC=CC=1.ON1C2C=CC=CC=2N=N1.[CH3:42][C@H:43]1[CH2:48][N:47]([CH2:49][C:50]2[CH:55]=[CH:54][C:53]([NH:56][CH3:57])=[CH:52][CH:51]=2)[CH2:46][CH2:45][N:44]1[C:58]([O:60][C:61]([CH3:64])([CH3:63])[CH3:62])=[O:59]. Given the product [CH3:42][C@H:43]1[CH2:48][N:47]([CH2:49][C:50]2[CH:55]=[CH:54][C:53]([N:56]([CH3:57])[C:11]([C:10]3[CH:9]=[CH:8][C:7]([C:2]4[CH:3]=[CH:4][CH:5]=[CH:6][N:1]=4)=[CH:15][CH:14]=3)=[O:13])=[CH:52][CH:51]=2)[CH2:46][CH2:45][N:44]1[C:58]([O:60][C:61]([CH3:62])([CH3:64])[CH3:63])=[O:59], predict the reactants needed to synthesize it. (3) Given the product [C:9]1([C:4](=[CH:3][S:21][C:15]2[CH:20]=[CH:19][CH:18]=[CH:17][CH:16]=2)[C:5]([O:7][CH3:8])=[O:6])[CH:14]=[CH:13][CH:12]=[CH:11][CH:10]=1, predict the reactants needed to synthesize it. The reactants are: CO[CH:3]=[C:4]([C:9]1[CH:14]=[CH:13][CH:12]=[CH:11][CH:10]=1)[C:5]([O:7][CH3:8])=[O:6].[C:15]1([SH:21])[CH:20]=[CH:19][CH:18]=[CH:17][CH:16]=1.O.C1(C)C=CC(S(O)(=O)=O)=CC=1. (4) Given the product [C:1]([C:5]1[N:10]=[CH:9][C:8]([C:11]2[N:12]([C:32]([N:34]3[CH2:39][CH2:38][CH:37]([CH2:40][C:41]([NH:50][C:49]4[CH:51]=[C:52]([CH3:55])[CH:53]=[CH:54][C:48]=4[CH3:47])=[O:42])[CH2:36][CH2:35]3)=[O:33])[C@@:13]([C:25]3[CH:30]=[CH:29][C:28]([Cl:31])=[CH:27][CH:26]=3)([CH3:24])[C@@:14]([C:17]3[CH:22]=[CH:21][C:20]([Cl:23])=[CH:19][CH:18]=3)([CH3:16])[N:15]=2)=[C:7]([O:44][CH2:45][CH3:46])[CH:6]=1)([CH3:2])([CH3:3])[CH3:4], predict the reactants needed to synthesize it. The reactants are: [C:1]([C:5]1[N:10]=[CH:9][C:8]([C:11]2[N:12]([C:32]([N:34]3[CH2:39][CH2:38][CH:37]([CH2:40][C:41](O)=[O:42])[CH2:36][CH2:35]3)=[O:33])[C@@:13]([C:25]3[CH:30]=[CH:29][C:28]([Cl:31])=[CH:27][CH:26]=3)([CH3:24])[C@@:14]([C:17]3[CH:22]=[CH:21][C:20]([Cl:23])=[CH:19][CH:18]=3)([CH3:16])[N:15]=2)=[C:7]([O:44][CH2:45][CH3:46])[CH:6]=1)([CH3:4])([CH3:3])[CH3:2].[CH3:47][C:48]1[CH:54]=[CH:53][C:52]([CH3:55])=[CH:51][C:49]=1[NH2:50]. (5) The reactants are: C(O[C:4]([C:6]1[C:7]2[S:15][CH:14]=[C:13]([CH2:16][O:17][C:18]3[CH:23]=[CH:22][C:21]([Br:24])=[CH:20][CH:19]=3)[C:8]=2[C:9]([NH2:12])=[N:10][CH:11]=1)=[O:5])C.[NH2:25][CH2:26][CH:27]([OH:29])[CH3:28]. Given the product [OH:29][CH:27]([CH3:28])[CH2:26][NH:25][C:4]([C:6]1[C:7]2[S:15][CH:14]=[C:13]([CH2:16][O:17][C:18]3[CH:19]=[CH:20][C:21]([Br:24])=[CH:22][CH:23]=3)[C:8]=2[C:9]([NH2:12])=[N:10][CH:11]=1)=[O:5], predict the reactants needed to synthesize it. (6) The reactants are: [CH3:1][C:2]1[C:6]([C:7]2[CH:8]=[C:9](I)[C:10]3[NH:14][C:13](=[O:15])[NH:12][C:11]=3[CH:16]=2)=[C:5]([CH3:18])[O:4][N:3]=1.[F:19][C:20]1[CH:25]=[CH:24][C:23]([C:26](B(O)O)=[CH2:27])=[CH:22][CH:21]=1.N12CCCN=C1CCCCC2.O. Given the product [CH3:1][C:2]1[C:6]([C:7]2[CH:8]=[C:9]([C:26]([C:23]3[CH:24]=[CH:25][C:20]([F:19])=[CH:21][CH:22]=3)=[CH2:27])[C:10]3[NH:14][C:13](=[O:15])[NH:12][C:11]=3[CH:16]=2)=[C:5]([CH3:18])[O:4][N:3]=1, predict the reactants needed to synthesize it. (7) Given the product [C:29]12([C:27]3[CH:28]=[C:23]([C:13]45[CH2:20][CH:19]6[CH2:21][CH:15]([CH2:16][CH:17]([CH2:18]6)[CH2:22]4)[CH2:14]5)[C:24]([O:40][CH2:8][CH:10]4[O:12][CH2:11]4)=[CH:25][C:26]=3[O:39][CH2:4][CH:5]3[O:6][CH2:7]3)[CH2:36][CH:35]3[CH2:37][CH:31]([CH2:32][CH:33]([CH2:34]3)[CH2:38]1)[CH2:30]2, predict the reactants needed to synthesize it. The reactants are: CC([CH2:4][C:5]([CH3:7])=[O:6])C.[CH2:8]([CH:10]1[O:12][CH2:11]1)Cl.[C:13]12([C:23]3[CH:28]=[C:27]([C:29]45[CH2:38][CH:33]6[CH2:34][CH:35]([CH2:37][CH:31]([CH2:32]6)[CH2:30]4)[CH2:36]5)[C:26]([OH:39])=[CH:25][C:24]=3[OH:40])[CH2:22][CH:17]3[CH2:18][CH:19]([CH2:21][CH:15]([CH2:16]3)[CH2:14]1)[CH2:20]2.[OH-].[Na+].